Dataset: Catalyst prediction with 721,799 reactions and 888 catalyst types from USPTO. Task: Predict which catalyst facilitates the given reaction. (1) Reactant: C([O:3][C:4]([C@H:6]1[C@H:10]([CH2:11][C@H:12]([O:16][C:17]2[CH:22]=[CH:21][C:20]([O:23][CH3:24])=[C:19]([O:25][CH2:26][CH2:27][CH2:28][O:29][CH3:30])[CH:18]=2)[CH:13]([CH3:15])[CH3:14])[CH2:9][N:8]([C:31]([O:33][C:34]([CH3:37])([CH3:36])[CH3:35])=[O:32])[CH2:7]1)=O)C.[Li+].[BH4-].[OH-].[Na+]. Product: [C:34]([O:33][C:31]([N:8]1[CH2:9][C@@H:10]([CH2:11][C@H:12]([O:16][C:17]2[CH:22]=[CH:21][C:20]([O:23][CH3:24])=[C:19]([O:25][CH2:26][CH2:27][CH2:28][O:29][CH3:30])[CH:18]=2)[CH:13]([CH3:15])[CH3:14])[C@H:6]([CH2:4][OH:3])[CH2:7]1)=[O:32])([CH3:35])([CH3:37])[CH3:36]. The catalyst class is: 1. (2) Reactant: C(O[Si](OCC)(OCC)[C:5]1[CH:10]=[CH:9][C:8]([C:11]2[CH:16]=[CH:15][C:14]([Si](OCC)(OCC)OCC)=[CH:13][CH:12]=2)=[CH:7][CH:6]=1)C.Cl. The catalyst class is: 8. Product: [C:8]1([C:11]2[CH:12]=[CH:13][CH:14]=[CH:15][CH:16]=2)[CH:9]=[CH:10][CH:5]=[CH:6][CH:7]=1. (3) Reactant: [CH2:1]1[C:9]2[C:4](=[CH:5][CH:6]=[CH:7][CH:8]=2)[CH2:3][CH:2]1[O:10][CH2:11][CH2:12][C@@H:13]1[CH2:18][N:17]([C:19]([O:21][CH2:22][C:23]2[CH:28]=[CH:27][CH:26]=[CH:25][CH:24]=2)=[O:20])[CH2:16][CH2:15][N:14]1C(OC(C)(C)C)=O.C(OCC)(=O)C.Cl. Product: [CH2:1]1[C:9]2[C:4](=[CH:5][CH:6]=[CH:7][CH:8]=2)[CH2:3][CH:2]1[O:10][CH2:11][CH2:12][C@H:13]1[NH:14][CH2:15][CH2:16][N:17]([C:19]([O:21][CH2:22][C:23]2[CH:24]=[CH:25][CH:26]=[CH:27][CH:28]=2)=[O:20])[CH2:18]1. The catalyst class is: 5. (4) Reactant: C([O:3][C:4](=[O:34])[CH2:5][CH2:6][CH2:7][CH2:8][CH2:9][O:10][C:11]1[CH:16]=[C:15]([CH:17]=[CH:18][C:19]2[C:20]([CH3:32])([CH3:31])[O:21][C:22](=[C:26]([C:29]#[N:30])[C:27]#[N:28])[C:23]=2[C:24]#[N:25])[CH:14]=[CH:13][C:12]=1[NH2:33])C.Cl.O.C(=O)(O)[O-].[Na+]. Product: [NH2:33][C:12]1[CH:13]=[CH:14][C:15]([CH:17]=[CH:18][C:19]2[C:20]([CH3:32])([CH3:31])[O:21][C:22](=[C:26]([C:29]#[N:30])[C:27]#[N:28])[C:23]=2[C:24]#[N:25])=[CH:16][C:11]=1[O:10][CH2:9][CH2:8][CH2:7][CH2:6][CH2:5][C:4]([OH:34])=[O:3]. The catalyst class is: 15. (5) Reactant: [CH3:1][O:2][C:3]1[CH:8]=[CH:7][C:6]([NH2:9])=[CH:5][CH:4]=1.N1C=CC=CC=1.[C:16]([CH2:18][S:19](Cl)(=[O:21])=[O:20])#[N:17].[OH-].[Na+]. Product: [CH3:1][O:2][C:3]1[CH:8]=[CH:7][C:6]([NH:9][S:19]([CH2:18][C:16]#[N:17])(=[O:21])=[O:20])=[CH:5][CH:4]=1. The catalyst class is: 47.